From a dataset of Forward reaction prediction with 1.9M reactions from USPTO patents (1976-2016). Predict the product of the given reaction. (1) Given the reactants Br[C:2]1[CH:3]=[C:4]2[C:8](=[CH:9][CH:10]=1)[N:7]([CH:11]1[CH2:16][CH2:15][CH2:14][CH2:13][O:12]1)[N:6]=[CH:5]2.[CH2:17]([OH:20])[C:18]#[CH:19], predict the reaction product. The product is: [O:12]1[CH2:13][CH2:14][CH2:15][CH2:16][CH:11]1[N:7]1[C:8]2[C:4](=[CH:3][C:2]([C:19]#[C:18][CH2:17][OH:20])=[CH:10][CH:9]=2)[CH:5]=[N:6]1. (2) Given the reactants [NH2:1][C:2]1[CH:7]=[CH:6][C:5]([CH2:8][C:9]([OH:11])=[O:10])=[CH:4][C:3]=1[O:12][CH3:13].[CH:14](OCC)(OCC)OCC.[N-:24]=[N+:25]=[N-:26].[Na+], predict the reaction product. The product is: [CH3:13][O:12][C:3]1[CH:4]=[C:5]([CH2:8][C:9]([OH:11])=[O:10])[CH:6]=[CH:7][C:2]=1[N:1]1[CH:14]=[N:26][N:25]=[N:24]1. (3) Given the reactants [CH3:1][C:2]1[CH:7]=[CH:6][C:5]([O:8][C:9]2[CH:10]=[N:11][C:12]([N+:15]([O-])=O)=[CH:13][CH:14]=2)=[CH:4][C:3]=1[NH:18][C:19](=[O:25])[O:20][C:21]([CH3:24])([CH3:23])[CH3:22], predict the reaction product. The product is: [NH2:15][C:12]1[N:11]=[CH:10][C:9]([O:8][C:5]2[CH:6]=[CH:7][C:2]([CH3:1])=[C:3]([NH:18][C:19](=[O:25])[O:20][C:21]([CH3:22])([CH3:23])[CH3:24])[CH:4]=2)=[CH:14][CH:13]=1. (4) Given the reactants [N+:1]([C:4]1[CH:12]=[C:11]2[C:7]([C:8]([C:13]3[CH2:18][CH2:17][CH:16]([NH:19][CH2:20][CH2:21][CH3:22])[CH2:15][CH:14]=3)=[CH:9][NH:10]2)=[CH:6][CH:5]=1)([O-:3])=[O:2].CCN(CC)CC.[CH3:30][C:31]([O:34][C:35](O[C:35]([O:34][C:31]([CH3:33])([CH3:32])[CH3:30])=[O:36])=[O:36])([CH3:33])[CH3:32], predict the reaction product. The product is: [N+:1]([C:4]1[CH:12]=[C:11]2[C:7]([C:8]([C:13]3[CH2:18][CH2:17][CH:16]([N:19]([CH2:20][CH2:21][CH3:22])[C:35](=[O:36])[O:34][C:31]([CH3:33])([CH3:32])[CH3:30])[CH2:15][CH:14]=3)=[CH:9][NH:10]2)=[CH:6][CH:5]=1)([O-:3])=[O:2]. (5) Given the reactants [CH2:1]([O:3][C:4](=[O:31])[CH:5]([CH:7]1[C:12](=[O:13])[N:11]([C:14]2[CH:19]=[CH:18][C:17]([CH3:20])=[CH:16][CH:15]=2)[CH2:10][CH2:9][N:8]1C(OCC1C=CC=CC=1)=O)[OH:6])[CH3:2], predict the reaction product. The product is: [OH:6][CH:5]([CH:7]1[C:12](=[O:13])[N:11]([C:14]2[CH:15]=[CH:16][C:17]([CH3:20])=[CH:18][CH:19]=2)[CH2:10][CH2:9][NH:8]1)[C:4]([O:3][CH2:1][CH3:2])=[O:31]. (6) Given the reactants [Cl:1][C:2]1[CH:7]=[CH:6][C:5]([C:8]2[N:13]=[C:12]([C:14](OCC)=[O:15])[CH:11]=[CH:10][C:9]=2[C:19]2[C:24]([O:25][CH3:26])=[CH:23][CH:22]=[CH:21][C:20]=2[O:27][CH3:28])=[CH:4][C:3]=1[O:29][CH:30]1C[CH2:33][N:32]([CH3:35])[CH2:31]1.[NH2:36][C:37]1([C:47]([OH:49])=[O:48])[CH:44]2[CH2:45][CH:40]3[CH2:41][CH:42]([CH2:46][CH:38]1[CH2:39]3)[CH2:43]2, predict the reaction product. The product is: [Cl:1][C:2]1[CH:7]=[CH:6][C:5]([C:8]2[N:13]=[C:12]([C:14]([NH:36][C:37]3([C:47]([OH:49])=[O:48])[CH:44]4[CH2:43][CH:42]5[CH2:41][CH:40]([CH2:39][CH:38]3[CH2:46]5)[CH2:45]4)=[O:15])[CH:11]=[CH:10][C:9]=2[C:19]2[C:20]([O:27][CH3:28])=[CH:21][CH:22]=[CH:23][C:24]=2[O:25][CH3:26])=[CH:4][C:3]=1[O:29][CH2:30][CH2:31][N:32]([CH3:35])[CH3:33]. (7) The product is: [Cl:25][C:26]1[N:34]=[CH:33][N:32]=[C:31]2[C:27]=1[N:28]=[CH:29][N:30]2[CH:17]([CH2:18][CH2:19][CH2:20][CH2:21][CH2:22][CH3:23])[CH2:16][CH3:15]. Given the reactants N(C(OC(C)C)=O)=NC(OC(C)C)=O.[CH3:15][CH2:16][CH:17](O)[CH2:18][CH2:19][CH2:20][CH2:21][CH2:22][CH3:23].[Cl:25][C:26]1[N:34]=[CH:33][N:32]=[C:31]2[C:27]=1[N:28]=[CH:29][NH:30]2.C1(P(C2C=CC=CC=2)C2C=CC=CC=2)C=CC=CC=1, predict the reaction product. (8) Given the reactants C([O:8][CH2:9][CH2:10][CH2:11][N:12]1[C:21]2[CH:20]=[CH:19][CH:18]=[CH:17][C:16]=2[C:15]2[NH:22][N:23]=[C:24]([CH3:25])[C:14]=2[C:13]1=[O:26])C1C=CC=CC=1.C(Cl)Cl.C(O)C.[H][H], predict the reaction product. The product is: [OH:8][CH2:9][CH2:10][CH2:11][N:12]1[C:21]2[CH:20]=[CH:19][CH:18]=[CH:17][C:16]=2[C:15]2[NH:22][N:23]=[C:24]([CH3:25])[C:14]=2[C:13]1=[O:26]. (9) Given the reactants [CH3:1][O:2][C:3](=[O:31])[CH2:4][CH2:5][NH:6][C:7](=[O:30])[C:8]1[CH:13]=[CH:12][C:11]([O:14][CH:15]([C:22]2[CH:27]=[CH:26][C:25](Br)=[C:24]([CH3:29])[CH:23]=2)[CH2:16][CH2:17][CH2:18][CH:19]([CH3:21])[CH3:20])=[CH:10][CH:9]=1.[CH:32]([C:35]1[CH:40]=[CH:39][C:38](B(O)O)=[CH:37][CH:36]=1)([CH3:34])[CH3:33].[F-].[K+], predict the reaction product. The product is: [CH3:1][O:2][C:3](=[O:31])[CH2:4][CH2:5][NH:6][C:7](=[O:30])[C:8]1[CH:13]=[CH:12][C:11]([O:14][CH:15]([C:22]2[CH:27]=[CH:26][C:25]([C:38]3[CH:39]=[CH:40][C:35]([CH:32]([CH3:34])[CH3:33])=[CH:36][CH:37]=3)=[C:24]([CH3:29])[CH:23]=2)[CH2:16][CH2:17][CH2:18][CH:19]([CH3:21])[CH3:20])=[CH:10][CH:9]=1.